Dataset: CYP2C9 inhibition data for predicting drug metabolism from PubChem BioAssay. Task: Regression/Classification. Given a drug SMILES string, predict its absorption, distribution, metabolism, or excretion properties. Task type varies by dataset: regression for continuous measurements (e.g., permeability, clearance, half-life) or binary classification for categorical outcomes (e.g., BBB penetration, CYP inhibition). Dataset: cyp2c9_veith. (1) The drug is CC(C)=CCC/C(C)=C/CO/N=C1/C[C@@H](O)[C@@H](O)[C@@H]2[C@@H]3C(=O)N(Cc4ccccc4)C(=O)[C@H]3CC[C@@H]12. The result is 0 (non-inhibitor). (2) The molecule is COc1ncc2nc(C)c(=O)n(C3CC3)c2n1. The result is 0 (non-inhibitor). (3) The compound is CCN1C(=O)[C@H]2CC[C@H]3/C(=N\OC)C[C@@H](O)[C@@H](O)[C@@H]3[C@@H]2C1=O. The result is 0 (non-inhibitor). (4) The drug is CC(=O)Nc1c2c3c(cccc3n(C)c1=O)C(=O)c1ccccc1-2. The result is 1 (inhibitor).